This data is from Human liver microsome stability data. The task is: Regression/Classification. Given a drug SMILES string, predict its absorption, distribution, metabolism, or excretion properties. Task type varies by dataset: regression for continuous measurements (e.g., permeability, clearance, half-life) or binary classification for categorical outcomes (e.g., BBB penetration, CYP inhibition). Dataset: hlm. (1) The drug is O=c1c(-c2ccc(F)cc2)c2n(c(=O)n1CCCCN1CCCC(c3c[nH]c4ccccc34)C1)CCCC2. The result is 1 (stable in human liver microsomes). (2) The compound is O=C(O)c1ccc(/C=C2\SC(=S)N(c3cccc(C(F)(F)F)c3)C2=O)cc1. The result is 0 (unstable in human liver microsomes). (3) The drug is COc1ccc(-c2cc(-c3cccc(S(C)(=O)=O)c3)cnc2N)cn1. The result is 0 (unstable in human liver microsomes). (4) The compound is COc1cc2ccc3cc2cc1CCCC(C)(C)CCOC(=O)N[C@@H](C(C)(C)C)C(=O)N1C[C@@]3(OC)C[C@H]1C(=O)N[C@]1(C(=O)NS(=O)(=O)C2CC2)C[C@H]1C1CC1. The result is 0 (unstable in human liver microsomes).